This data is from Reaction yield outcomes from USPTO patents with 853,638 reactions. The task is: Predict the reaction yield, written as a fraction of the theoretical maximum amount of product (1.0 means a 100% yield; for example, 0.34 means a 34% yield). (1) The reactants are [C:1]1([C:27]2[CH:32]=[CH:31][CH:30]=[CH:29][CH:28]=2)[C:2]([C:7]([N:9]2[CH2:13][C@H:12]([OH:14])[CH2:11][C@H:10]2[CH2:15][N:16]2C(=O)C3C(=CC=CC=3)C2=O)=[O:8])=[CH:3][CH:4]=[CH:5][CH:6]=1.O.NN. The catalyst is CO. The product is [NH2:16][CH2:15][C@@H:10]1[CH2:11][C@@H:12]([OH:14])[CH2:13][N:9]1[C:7]([C:2]1[CH:3]=[CH:4][CH:5]=[CH:6][C:1]=1[C:27]1[CH:32]=[CH:31][CH:30]=[CH:29][CH:28]=1)=[O:8]. The yield is 0.660. (2) The reactants are [N:1]1([C:7]2[N:15]=[C:14]([C:16]3[CH:17]=[C:18]([CH2:22][OH:23])[CH:19]=[CH:20][CH:21]=3)[N:13]=[C:12]3[C:8]=2[N:9]=[CH:10][N:11]3[CH:24]2[CH2:29][CH2:28][NH:27][CH2:26][CH2:25]2)[CH2:6][CH2:5][O:4][CH2:3][CH2:2]1.[BH3-]C#N.[Na+].[F:34][C:35]1[CH:42]=[C:41]([F:43])[CH:40]=[CH:39][C:36]=1[CH:37]=O. The catalyst is CO.[Cl-].[Zn+2].[Cl-]. The product is [F:34][C:35]1[CH:42]=[C:41]([F:43])[CH:40]=[CH:39][C:36]=1[CH2:37][N:27]1[CH2:28][CH2:29][CH:24]([N:11]2[CH:10]=[N:9][C:8]3[C:12]2=[N:13][C:14]([C:16]2[CH:17]=[C:18]([CH2:22][OH:23])[CH:19]=[CH:20][CH:21]=2)=[N:15][C:7]=3[N:1]2[CH2:6][CH2:5][O:4][CH2:3][CH2:2]2)[CH2:25][CH2:26]1. The yield is 0.181. (3) The reactants are [Cl:1][C:2]1[CH:7]=[C:6]([C:8]([O:10]C)=[O:9])[CH:5]=[C:4]([Cl:12])[C:3]=1[C:13]([O:15][CH3:16])=[O:14].[OH-].[Na+]. The catalyst is O1CCCC1.O. The yield is 0.850. The product is [Cl:1][C:2]1[CH:7]=[C:6]([CH:5]=[C:4]([Cl:12])[C:3]=1[C:13]([O:15][CH3:16])=[O:14])[C:8]([OH:10])=[O:9]. (4) The reactants are C([N:4]([S:26]([CH3:29])(=[O:28])=[O:27])[N:5]1[C:14](=[O:15])[C:13]2[C:8](=[CH:9][C:10]([C:21]([F:24])([F:23])[F:22])=[C:11]([CH2:16][NH:17]C(=O)C)[CH:12]=2)[NH:7][C:6]1=[O:25])(=O)C. The catalyst is Cl. The product is [NH2:17][CH2:16][C:11]1[CH:12]=[C:13]2[C:8](=[CH:9][C:10]=1[C:21]([F:23])([F:24])[F:22])[NH:7][C:6](=[O:25])[N:5]([NH:4][S:26]([CH3:29])(=[O:27])=[O:28])[C:14]2=[O:15]. The yield is 0.770. (5) The reactants are C[N:2](C)[CH:3]=[CH:4][C:5]([C:7]1[C:12](=[O:13])[CH:11]=[CH:10][N:9]([C:14]2[CH:19]=[CH:18][C:17]([N:20]3[CH2:25][CH2:24][CH2:23][CH2:22][CH2:21]3)=[CH:16][CH:15]=2)[N:8]=1)=O.[C:27]1([NH:33]N)[CH:32]=[CH:31][CH:30]=[CH:29][CH:28]=1. The catalyst is CO. The product is [C:27]1([N:33]2[C:5]([C:7]3[C:12](=[O:13])[CH:11]=[CH:10][N:9]([C:14]4[CH:15]=[CH:16][C:17]([N:20]5[CH2:21][CH2:22][CH2:23][CH2:24][CH2:25]5)=[CH:18][CH:19]=4)[N:8]=3)=[CH:4][CH:3]=[N:2]2)[CH:32]=[CH:31][CH:30]=[CH:29][CH:28]=1. The yield is 0.0400. (6) The reactants are Cl[CH2:2][C:3]([C:5]1[CH:10]=[CH:9][CH:8]=[C:7]([C:11]([F:14])([F:13])[F:12])[C:6]=1[F:15])=O.[NH2:16][C:17]([NH2:19])=[S:18]. The catalyst is C(O)C. The product is [F:15][C:6]1[C:7]([C:11]([F:14])([F:13])[F:12])=[CH:8][CH:9]=[CH:10][C:5]=1[C:3]1[N:16]=[C:17]([NH2:19])[S:18][CH:2]=1. The yield is 0.620. (7) The reactants are [CH:1]1([CH2:4][O:5][C:6]2[CH:11]=[CH:10][C:9]([S:12]([CH3:15])(=[O:14])=[O:13])=[CH:8][C:7]=2B2OC(C)(C)C(C)(C)O2)[CH2:3][CH2:2]1.Br[C:26]1[C:27]2[CH:36]=[CH:35][O:34][C:28]=2[C:29](=[O:33])[N:30]([CH3:32])[CH:31]=1.[O-]P([O-])([O-])=O.[K+].[K+].[K+]. The catalyst is O1CCOCC1.O.C1C=CC(P(C2C=CC=CC=2)[C-]2C=CC=C2)=CC=1.C1C=CC(P(C2C=CC=CC=2)[C-]2C=CC=C2)=CC=1.Cl[Pd]Cl.[Fe+2]. The product is [CH:1]1([CH2:4][O:5][C:6]2[CH:11]=[CH:10][C:9]([S:12]([CH3:15])(=[O:13])=[O:14])=[CH:8][C:7]=2[C:26]2[C:27]3[CH:36]=[CH:35][O:34][C:28]=3[C:29](=[O:33])[N:30]([CH3:32])[CH:31]=2)[CH2:2][CH2:3]1. The yield is 0.490.